This data is from Full USPTO retrosynthesis dataset with 1.9M reactions from patents (1976-2016). The task is: Predict the reactants needed to synthesize the given product. (1) Given the product [Cl:3][C:4]1[N:9]=[C:8]([O:10][CH3:1])[C:7]([F:11])=[CH:6][CH:5]=1, predict the reactants needed to synthesize it. The reactants are: [CH3:1]I.[Cl:3][C:4]1[N:9]=[C:8]([OH:10])[C:7]([F:11])=[CH:6][CH:5]=1. (2) Given the product [O:25]1[C:29]2[CH:30]=[CH:31][CH:32]=[CH:33][C:28]=2[CH:27]([NH:34][C:2]2[CH:11]=[CH:10][C:9]3[C:4](=[CH:5][CH:6]=[CH:7][C:8]=3[NH:12][S:13]([C:16]3[CH:21]=[C:20]([F:22])[C:19]([F:23])=[C:18]([F:24])[CH:17]=3)(=[O:15])=[O:14])[N:3]=2)[CH2:26]1, predict the reactants needed to synthesize it. The reactants are: Cl[C:2]1[CH:11]=[CH:10][C:9]2[C:4](=[CH:5][CH:6]=[CH:7][C:8]=2[NH:12][S:13]([C:16]2[CH:21]=[C:20]([F:22])[C:19]([F:23])=[C:18]([F:24])[CH:17]=2)(=[O:15])=[O:14])[N:3]=1.[O:25]1[C:29]2[CH:30]=[CH:31][CH:32]=[CH:33][C:28]=2[CH:27]([NH2:34])[CH2:26]1.